From a dataset of Catalyst prediction with 721,799 reactions and 888 catalyst types from USPTO. Predict which catalyst facilitates the given reaction. (1) Reactant: CC[N:3]=C=NCCCN(C)C.C1C=CC2N(O)N=NC=2C=1.[F:22][C:23]1[CH:28]=[C:27]([I:29])[CH:26]=[CH:25][C:24]=1[NH:30][C:31]1[C:39]([C:40](O)=[O:41])=[C:38]2[N:34]([CH2:35][CH2:36][CH2:37]2)[C:33](=[O:43])[CH:32]=1. Product: [F:22][C:23]1[CH:28]=[C:27]([I:29])[CH:26]=[CH:25][C:24]=1[NH:30][C:31]1[C:39]([C:40]([NH2:3])=[O:41])=[C:38]2[N:34]([CH2:35][CH2:36][CH2:37]2)[C:33](=[O:43])[CH:32]=1. The catalyst class is: 18. (2) Reactant: [CH3:1][NH:2][C@@H:3]1[C:8]2[CH:9]=[CH:10][CH:11]=[CH:12][C:7]=2[C@H:6]([C:13]2[CH:14]=[CH:15][C:16]([Cl:20])=[C:17]([Cl:19])[CH:18]=2)[CH2:5][CH2:4]1.C([O-])(=O)C(C1C=CC=CC=1)O.[ClH:32].CC(N(C)C)=O. Product: [CH3:1][NH:2][C@@H:3]1[C:8]2[CH:9]=[CH:10][CH:11]=[CH:12][C:7]=2[C@H:6]([C:13]2[CH:14]=[CH:15][C:16]([Cl:20])=[C:17]([Cl:19])[CH:18]=2)[CH2:5][CH2:4]1.[ClH:32]. The catalyst class is: 824. (3) The catalyst class is: 242. Reactant: [CH3:1][O:2][C:3]1[CH:4]=[C:5]2[C:10](=[CH:11][CH:12]=1)[C:9]([O:13][C:14]1[CH:19]=[CH:18][C:17](/[CH:20]=[CH:21]/[C:22]([O:24]CC)=[O:23])=[CH:16][CH:15]=1)=[C:8]([C:27]1[CH:32]=[CH:31][CH:30]=[CH:29][CH:28]=1)[C:7]([CH2:33][CH2:34][C:35]([F:38])([F:37])[F:36])=[CH:6]2.[OH-].[Na+]. Product: [CH3:1][O:2][C:3]1[CH:4]=[C:5]2[C:10](=[CH:11][CH:12]=1)[C:9]([O:13][C:14]1[CH:15]=[CH:16][C:17](/[CH:20]=[CH:21]/[C:22]([OH:24])=[O:23])=[CH:18][CH:19]=1)=[C:8]([C:27]1[CH:28]=[CH:29][CH:30]=[CH:31][CH:32]=1)[C:7]([CH2:33][CH2:34][C:35]([F:36])([F:38])[F:37])=[CH:6]2.